From a dataset of Peptide-MHC class II binding affinity with 134,281 pairs from IEDB. Regression. Given a peptide amino acid sequence and an MHC pseudo amino acid sequence, predict their binding affinity value. This is MHC class II binding data. The MHC is HLA-DPA10201-DPB10101 with pseudo-sequence HLA-DPA10201-DPB10101. The binding affinity (normalized) is 1.00. The peptide sequence is EKKYFAATQFEQLAA.